From a dataset of Catalyst prediction with 721,799 reactions and 888 catalyst types from USPTO. Predict which catalyst facilitates the given reaction. Reactant: [BH4-].[Na+].[Cl:3][C:4]1[CH:9]=[CH:8][C:7]([C:10]2[N:11]=[C:12]3[CH:17]=[CH:16][C:15]([C:18]4[CH:27]=[CH:26][CH:25]=[C:24]5[C:19]=4[CH2:20][CH2:21][CH2:22][C:23]5=[O:28])=[CH:14][N:13]3[CH:29]=2)=[CH:6][CH:5]=1. Product: [Cl:3][C:4]1[CH:9]=[CH:8][C:7]([C:10]2[N:11]=[C:12]3[CH:17]=[CH:16][C:15]([C:18]4[CH:27]=[CH:26][CH:25]=[C:24]5[C:19]=4[CH2:20][CH2:21][CH2:22][CH:23]5[OH:28])=[CH:14][N:13]3[CH:29]=2)=[CH:6][CH:5]=1. The catalyst class is: 5.